From a dataset of Catalyst prediction with 721,799 reactions and 888 catalyst types from USPTO. Predict which catalyst facilitates the given reaction. Reactant: [CH3:1][O:2][C:3]1[CH:4]=[CH:5][C:6]([N+:14]([O-])=O)=[C:7]([N:9]2[CH:13]=[CH:12][CH:11]=[N:10]2)[CH:8]=1. Product: [CH3:1][O:2][C:3]1[CH:4]=[CH:5][C:6]([NH2:14])=[C:7]([N:9]2[CH:13]=[CH:12][CH:11]=[N:10]2)[CH:8]=1. The catalyst class is: 256.